Dataset: Catalyst prediction with 721,799 reactions and 888 catalyst types from USPTO. Task: Predict which catalyst facilitates the given reaction. (1) Reactant: [C:1]([O:5][C:6](=[O:14])[N:7]([CH2:9][C@H:10]([OH:13])[CH2:11]Cl)[CH3:8])([CH3:4])([CH3:3])[CH3:2].[OH-].[Na+]. Product: [C:1]([O:5][C:6](=[O:14])[N:7]([CH3:8])[CH2:9][C@H:10]1[CH2:11][O:13]1)([CH3:4])([CH3:3])[CH3:2]. The catalyst class is: 1. (2) Reactant: [CH3:1][CH2:2][N:3]([CH:6]([CH2:8][N:9]1[C:18]2[CH:19]=[CH:20][CH:21]=[CH:22][C:17]=2[S:16][C:15]2[CH:14]=[CH:13][CH:12]=[CH:11][C:10]1=2)[CH3:7])[CH2:4][CH3:5].Cl.[OH-].[Na+]. Product: [CH3:5][CH2:4][N:3]([CH:6]([CH2:8][N:9]1[C:18]2[CH:19]=[CH:20][CH:21]=[CH:22][C:17]=2[S:16][C:15]2[CH:14]=[CH:13][CH:12]=[CH:11][C:10]1=2)[CH3:7])[CH2:2][CH3:1]. The catalyst class is: 2. (3) Reactant: [CH:1]([C@H:14]1[N:23]2[C@@H:18]([CH2:19][O:20][CH2:21][CH2:22]2)[CH2:17][N:16](C(OC(C)(C)C)=O)[CH2:15]1)([C:8]1[CH:13]=[CH:12][CH:11]=[CH:10][CH:9]=1)[C:2]1[CH:7]=[CH:6][CH:5]=[CH:4][CH:3]=1.[ClH:31]. Product: [ClH:31].[ClH:31].[CH:1]([C@H:14]1[N:23]2[C@@H:18]([CH2:19][O:20][CH2:21][CH2:22]2)[CH2:17][NH:16][CH2:15]1)([C:8]1[CH:9]=[CH:10][CH:11]=[CH:12][CH:13]=1)[C:2]1[CH:3]=[CH:4][CH:5]=[CH:6][CH:7]=1. The catalyst class is: 12.